This data is from Forward reaction prediction with 1.9M reactions from USPTO patents (1976-2016). The task is: Predict the product of the given reaction. Given the reactants [Cl:1][C:2]1[CH:3]=[C:4]2[C:12](=[C:13]([Cl:15])[CH:14]=1)[NH:11][C:10]1[CH2:9][C:8]([CH3:17])([CH3:16])[CH2:7][C:6](=[O:18])[C:5]2=1.CC([O-])(C)C.[K+].Br[CH2:26][CH2:27][CH2:28][CH2:29][CH2:30][CH2:31][C:32]([O:34][CH2:35][CH3:36])=[O:33], predict the reaction product. The product is: [Cl:15][C:13]1[C:12]2[N:11]([CH2:26][CH2:27][CH2:28][CH2:29][CH2:30][CH2:31][C:32]([O:34][CH2:35][CH3:36])=[O:33])[C:10]3[CH2:9][C:8]([CH3:16])([CH3:17])[CH2:7][C:6](=[O:18])[C:5]=3[C:4]=2[CH:3]=[C:2]([Cl:1])[CH:14]=1.